This data is from Experimentally validated miRNA-target interactions with 360,000+ pairs, plus equal number of negative samples. The task is: Binary Classification. Given a miRNA mature sequence and a target amino acid sequence, predict their likelihood of interaction. (1) The miRNA is hsa-miR-4271 with sequence GGGGGAAGAAAAGGUGGGG. The protein sequence of the target gene is MAHVLQKPKHSGTHSIVQEFQVPDYVPWQQSKQETKPSTLPPVQQANSLHTSKMKTLTRVQPVFHFKPTTVVTSCQPKNPRELHRRRKLDPGKMHAKIWLMKTSLRSGRAALRELRSRENFLSKLNRELIETIQEMENSTTLHVRALLQQQDTLATIIDILEYSNKKRLQQLKSELQEWEEKKKCKMSYLEQQAEQLNAKIEKTQEEVNFLSTYMDHEYSIKSVQISTLMRQLQQVKDSQQDELDDLGEMRRKVLESLSDKIQKKKKKILSSVVAETQRPYEEALLQKMWESQDFLKCMQ.... Result: 1 (interaction). (2) The miRNA is hsa-miR-587 with sequence UUUCCAUAGGUGAUGAGUCAC. The protein sequence of the target gene is MAMSQESLTFKDVFVDFTLEEWQQLDSAQKNLYRDVMLENYSHLVSVGYLVAKPDVIFRLGPGEESWMADGGTPVRTCAGEDRPEVWQVDEQIDHYKESQDKLPWQAAFIGKETLKDESGQESRTCRKSIYLSTEFDSVRQRLPKYYSWEKAFKTSFKLSWSKWKLCKKER. Result: 0 (no interaction). (3) The miRNA is mmu-miR-466d-3p with sequence UAUACAUACACGCACACAUAG. The protein sequence of the target gene is MEKSKAKQGENEHMPVNNPSTQIYQLQALASELKTGFTEAMQELTRIQHGEYALEEKVKSCRCSMEEKVTEMKNSLNYFKEELSNAMSMIQAITSKQEEMQQKIEQLQQEKRRESRKVKAKKAQKEEHGAQAGPASAPAPGSAPTQGSPFRSINVPEAGLPSDDFTNMLPSQNYEKAQESRSVHVGDSNVKGMMGPGVNPTTPESDENLKPSLSAEIQSKGHHTPGLWRQPKEGKEWGEEYVTKDHPDKLKDAGQGRHSSLENVLCETSLAAKRQTVALELLESERKYVINISLILKIKA.... Result: 1 (interaction). (4) The miRNA is hsa-miR-140-5p with sequence CAGUGGUUUUACCCUAUGGUAG. The protein sequence of the target gene is MKLFVPALLSLGALGLCLAAPRKNVRWCTISQPEWFKCRRWQWRMKKLGAPSITCVRRAFALECIRAIAEKKADAVTLDGGMVFEAGRDPYKLRPVAAEIYGTKESPQTHYYAVAVVKKGSNFQLDQLQGRKSCHTGLGRSAGWIIPMGILRPYLSWTESLEPLQGAVAKFFSASCVPCIDRQAYPNLCQLCKGEGENQCACSSREPYFGYSGAFKCLQDGAGDVAFVKETTVFENLPEKADRDQYELLCLNNSRAPVDAFKECHLAQVPSHAVVARSVDGKEDLIWKLLSKAQEKFGKN.... Result: 0 (no interaction). (5) The miRNA is cel-miR-243-3p with sequence CGGUACGAUCGCGGCGGGAUAUC. The protein sequence of the target gene is MTEAALVEGQVKLRDGKKWKSRWLVLRKPSPVADCLLMLVYKDKSERIKGLRERSSLTLEDICGLEPGLPYEGLVHTLAIVCLSQAIMLGFDSHEAMCAWDARIRYALGEVHRFHVTVAPGTKLESGPATLHLCNDVLVLARDIPPAVTGQWKLSDLRRYGAVPSGFIFEGGTRCGYWAGVFFLSSAEGEQISFLFDCIVRGISPTKGPFGLRPVLPDPSPPGPSTVEERVAQEALETLQLEKRLSLLSHAGRPGSGGDDRSLSSSSSEASHLDVSASSRLTAWPEQSSSSASTSQEGPR.... Result: 0 (no interaction). (6) The miRNA is hsa-miR-202-3p with sequence AGAGGUAUAGGGCAUGGGAA. The protein sequence of the target gene is MSSKQATSPFACAADGEDAMTQDLTSREKEEGSDQHVASHLPLHPIMHNKPHSEELPTLVSTIQQDADWDSVLSSQQRMESENNKLCSLYSFRNTSTSPHKPDEGSRDREIMTSVTFGTPERRKGSLADVVDTLKQKKLEEMTRTEQEDSSCMEKLLSKDWKEKMERLNTSELLGEIKGTPESLAEKERQLSTMITQLISLREQLLAAHDEQKKLAASQIEKQRQQMDLARQQQEQIARQQQQLLQQQHKINLLQQQIQVQGHMPPLMIPIFPHDQRTLAAAAAAQQGFLFPPGITYKPG.... Result: 1 (interaction). (7) The miRNA is mmu-miR-297b-3p with sequence UAUACAUACACACAUACCCAUA. The protein sequence of the target gene is MEEGSSSPVSPVDSLGTSEEELERQPKRFGRKRRYSKKSSEDGSPTPGKRGKKGSPSAQSFEELQSQRILANVRERQRTQSLNEAFAALRKIIPTLPSDKLSKIQTLKLAARYIDFLYQVLQSDEMDNKMTSCSYVAHERLSYAYSVWRMEGAWSMSASH. Result: 1 (interaction). (8) The miRNA is hsa-miR-675-5p with sequence UGGUGCGGAGAGGGCCCACAGUG. The protein sequence of the target gene is MQLYSSVCTHYPAGTPGPTAAAPPATAAAAFKVSLQSASPAAAAPEPDTGERPPAAATEPREAAAAAAMPAFSACFERSGSAAAPPGACSKPPLPPHFTSTAHIAVRALGAERLLLPPPSAPSPPRRGSSAWLLEELLRPDEPAAPNAVRDAPDRNFRLSEHRQALAASQHRAPAPAPVGPEPGAGPGSGPWGEERRAERSSRGWDRASGRSDASGSDALRRQDPEAEAHPVPAPARSSGEPAQNGEGEAVGTSRADPRDEKLALYLAEVERQDKYLRQRNKYRFHIIPDGNCLYRAVSK.... Result: 0 (no interaction). (9) The miRNA is hsa-miR-4776-3p with sequence CUUGCCAUCCUGGUCCACUGCAU. The protein sequence of the target gene is MAPLLGRKPFPLVKPLPGEEPLFTIPHTQEAFRTREEYEARLERYSERIWTCKSTGSSQLTHKEAWEEEQEVAELLKEEFPNWYEKLVLEMVHHNTASLEKLVDSAWLEIMTKYAVGEECDFEVGKEKMLKVKIVKIHPLEKVDEEAVEKKSDGACDSPSSDKENSSQMAQDLQKKETVVKEDEGRRESINDRARRSPRKLPTSLKKGERKWAPPKFLPHKYDVKLQNEDKIISNVPADSLIRTERPPNKEILRYFIRHNALRAGTGENAPWVVEDELVKKYSLPSKFSDFLLDPYKYMT.... Result: 0 (no interaction). (10) The miRNA is ath-miR775 with sequence UUCGAUGUCUAGCAGUGCCA. The protein sequence of the target gene is MTDNELSALVVDNGSGMCKAGFGGDDAPRAVFPSMIGRPRHQGVMVGMGQKDCYVGDEAQSKRGVLTLKYPIEHGVVTNWDDMEKIWYHTFYNELRVAPDEHPILLTEAPLNPKINREKMTQIMFEAFNTPAMYVAIQAVLSLYASGRTTGIVMDSGDGVTHIVPIYEGYALPHAILRLDLAGRDLTDYLMKILTERGYNFTTTAEREIVRDVKEKLCYVALDFEQEMVRAAASSSPERSYELPDGQVITIGNERFRCPEAIFQPSFLGIESSGIHETTFNSIMKCDVDIRKDLYANTVL.... Result: 0 (no interaction).